This data is from Forward reaction prediction with 1.9M reactions from USPTO patents (1976-2016). The task is: Predict the product of the given reaction. (1) Given the reactants C(N(CC)CC)C.C([O:11][C@@H:12]([CH3:16])[C:13](Cl)=[O:14])(=O)C.[CH3:17][C@H:18]1[NH:23][C@@H:22]([CH3:24])[CH2:21][N:20]([C:25]2[N:26]([CH2:47][C:48]([F:51])([F:50])[F:49])[C:27]3[C:32]([N:33]=2)=[C:31]([N:34]2[CH2:39][CH2:38][O:37][CH2:36][CH2:35]2)[N:30]=[C:29]([C:40]2[CH:41]=[N:42][C:43]([NH2:46])=[N:44][CH:45]=2)[N:28]=3)[CH2:19]1.C[O-].[Na+].CO, predict the reaction product. The product is: [NH2:46][C:43]1[N:44]=[CH:45][C:40]([C:29]2[N:28]=[C:27]3[C:32]([N:33]=[C:25]([N:20]4[CH2:21][C@@H:22]([CH3:24])[N:23]([C:13](=[O:14])[CH:12]([OH:11])[CH3:16])[C@@H:18]([CH3:17])[CH2:19]4)[N:26]3[CH2:47][C:48]([F:50])([F:49])[F:51])=[C:31]([N:34]3[CH2:35][CH2:36][O:37][CH2:38][CH2:39]3)[N:30]=2)=[CH:41][N:42]=1. (2) Given the reactants C(OC([N:8]1[C@@H:15]([C:16](=[O:32])[NH:17][C:18]2[CH:23]=[CH:22][C:21]([N:24]3[CH:29]=[CH:28][CH:27]=[CH:26][C:25]3=[O:30])=[CH:20][C:19]=2[F:31])[C:14]2[CH:13]=[N:12][N:11]([CH3:33])[C:10]=2[CH2:9]1)=O)(C)(C)C.CCOC(C)=O, predict the reaction product. The product is: [F:31][C:19]1[CH:20]=[C:21]([N:24]2[CH:29]=[CH:28][CH:27]=[CH:26][C:25]2=[O:30])[CH:22]=[CH:23][C:18]=1[NH:17][C:16]([C@H:15]1[C:14]2[CH:13]=[N:12][N:11]([CH3:33])[C:10]=2[CH2:9][NH:8]1)=[O:32]. (3) Given the reactants [N:1]1[N:2]([C:10]2[CH:11]=[C:12]([S:21](Cl)(=[O:23])=[O:22])[CH:13]=[C:14]([CH:17]([CH2:19][CH3:20])[CH3:18])[C:15]=2[OH:16])[N:3]=[C:4]2[CH:9]=[CH:8][CH:7]=[CH:6][C:5]=12.Br.[Br:26][CH2:27][CH2:28][NH2:29].C(N(CC)CC)C, predict the reaction product. The product is: [N:1]1[N:2]([C:10]2[CH:11]=[C:12]([S:21]([NH:29][CH2:28][CH2:27][Br:26])(=[O:23])=[O:22])[CH:13]=[C:14]([CH:17]([CH2:19][CH3:20])[CH3:18])[C:15]=2[OH:16])[N:3]=[C:4]2[CH:9]=[CH:8][CH:7]=[CH:6][C:5]=12. (4) Given the reactants [CH2:1]([N:8]1[C:17]2[C:12](=[CH:13][C:14]([Cl:18])=[CH:15][N:16]=2)[C:11]([OH:19])=[C:10]([C:20](OCC)=[O:21])[C:9]1=[O:25])[C:2]1[CH:7]=[CH:6][CH:5]=[CH:4][CH:3]=1.C(N1C2C(=CC=CN=2)C(O)=C(C(OCC)=O)C1=O)C1C=CC=CC=1.[NH2:50][C:51]1[CH:56]=[CH:55][CH:54]=[CH:53][C:52]=1[S:57]([NH2:60])(=[O:59])=[O:58].NC1C=CC(Br)=CC=1S(N)(=O)=O, predict the reaction product. The product is: [NH2:60][S:57]([C:52]1[CH:53]=[CH:54][CH:55]=[CH:56][C:51]=1[NH:50][C:20]([C:10]1[C:9](=[O:25])[N:8]([CH2:1][C:2]2[CH:3]=[CH:4][CH:5]=[CH:6][CH:7]=2)[C:17]2[C:12]([C:11]=1[OH:19])=[CH:13][C:14]([Cl:18])=[CH:15][N:16]=2)=[O:21])(=[O:58])=[O:59]. (5) The product is: [Br:1][C:2]1[S:10][C:9]2[C:4](=[N:5][CH:6]=[C:7]([C:12]([OH:14])=[O:13])[C:8]=2[OH:11])[CH:3]=1. Given the reactants [Br:1][C:2]1[S:10][C:9]2[C:4](=[N:5][CH:6]=[C:7]([C:12]([O:14]CC)=[O:13])[C:8]=2[OH:11])[CH:3]=1.C(O)(=O)C, predict the reaction product.